Predict the product of the given reaction. From a dataset of Forward reaction prediction with 1.9M reactions from USPTO patents (1976-2016). Given the reactants Cl[C:2]1[N:7]=[C:6]([N:8]([C:10]2[CH:15]=[C:14]([N+:16]([O-:18])=[O:17])[CH:13]=[CH:12][C:11]=2[F:19])[CH3:9])[C:5]([Cl:20])=[CH:4][N:3]=1.[CH3:21][N:22]1[CH:26]=[C:25]([NH2:27])[CH:24]=[N:23]1, predict the reaction product. The product is: [Cl:20][C:5]1[C:6]([N:8]([C:10]2[CH:15]=[C:14]([N+:16]([O-:18])=[O:17])[CH:13]=[CH:12][C:11]=2[F:19])[CH3:9])=[N:7][C:2]([NH:27][C:25]2[CH:24]=[N:23][N:22]([CH3:21])[CH:26]=2)=[N:3][CH:4]=1.